Dataset: Full USPTO retrosynthesis dataset with 1.9M reactions from patents (1976-2016). Task: Predict the reactants needed to synthesize the given product. (1) Given the product [CH3:37][S:38]([NH:1][C:2]1[N:7]=[CH:6][C:5]([CH2:8][NH:9][C:10]([C:12]2[C:13]3[CH:14]=[N:15][N:16]([C:21]4[CH:22]=[CH:23][C:24]([F:27])=[CH:25][CH:26]=4)[C:17]=3[CH:18]=[CH:19][CH:20]=2)=[O:11])=[CH:4][CH:3]=1)(=[O:40])=[O:39], predict the reactants needed to synthesize it. The reactants are: [NH2:1][C:2]1[N:7]=[CH:6][C:5]([CH2:8][NH:9][C:10]([C:12]2[C:13]3[CH:14]=[N:15][N:16]([C:21]4[CH:26]=[CH:25][C:24]([F:27])=[CH:23][CH:22]=4)[C:17]=3[CH:18]=[CH:19][CH:20]=2)=[O:11])=[CH:4][CH:3]=1.CCN(C(C)C)C(C)C.[CH3:37][S:38](Cl)(=[O:40])=[O:39].CCCC[N+](CCCC)(CCCC)CCCC.[F-].C1COCC1. (2) Given the product [CH3:1][O:2][C:3]1[CH:4]=[C:5]([S:11]([NH:14][C:15]2[N:20]=[CH:19][C:18]([CH2:21][CH2:22][CH2:23][NH:24][C:25](=[O:36])[CH2:26][O:27][CH2:28][C:29]3[CH:30]=[CH:31][C:32]([F:35])=[CH:33][CH:34]=3)=[CH:17][CH:16]=2)(=[O:12])=[O:13])[CH:6]=[CH:7][C:8]=1[O:9][CH3:10], predict the reactants needed to synthesize it. The reactants are: [CH3:1][O:2][C:3]1[CH:4]=[C:5]([S:11]([NH:14][C:15]2[N:20]=[CH:19][C:18]([C:21]#[C:22][CH2:23][NH:24][C:25](=[O:36])[CH2:26][O:27][CH2:28][C:29]3[CH:34]=[CH:33][C:32]([F:35])=[CH:31][CH:30]=3)=[CH:17][CH:16]=2)(=[O:13])=[O:12])[CH:6]=[CH:7][C:8]=1[O:9][CH3:10].[H][H]. (3) Given the product [C:1]([O:5][C:6]([N:8]1[CH2:13][CH2:12][CH:11]([C:14]2[CH:15]=[C:16]([C:26]([O:28][CH2:29][CH3:30])=[O:27])[C:17]3[CH:22]=[N:21][N:20]([CH:23]([CH3:25])[CH3:24])[C:18]=3[N:19]=2)[CH2:10][CH2:9]1)=[O:7])([CH3:2])([CH3:3])[CH3:4], predict the reactants needed to synthesize it. The reactants are: [C:1]([O:5][C:6]([N:8]1[CH2:13][CH:12]=[C:11]([C:14]2[CH:15]=[C:16]([C:26]([O:28][CH2:29][CH3:30])=[O:27])[C:17]3[CH:22]=[N:21][N:20]([CH:23]([CH3:25])[CH3:24])[C:18]=3[N:19]=2)[CH2:10][CH2:9]1)=[O:7])([CH3:4])([CH3:3])[CH3:2]. (4) Given the product [CH:1]1([C@@H:4]([NH:6][CH2:12][C:11]2[CH:14]=[CH:15][C:8]([F:7])=[CH:9][CH:10]=2)[CH3:5])[CH2:3][CH2:2]1, predict the reactants needed to synthesize it. The reactants are: [CH:1]1([C@@H:4]([NH2:6])[CH3:5])[CH2:3][CH2:2]1.[F:7][C:8]1[CH:15]=[CH:14][C:11]([CH:12]=O)=[CH:10][CH:9]=1.C(=O)C1C=CC=CC=1. (5) Given the product [C:1]1([N:7]2[CH:12]=[CH:11][C:10]([CH2:13][CH2:14][CH2:15][C:16]3[N:17]=[N:18][NH:19][CH:20]=3)=[C:9]([OH:21])[C:8]2=[S:24])[CH:6]=[CH:5][CH:4]=[CH:3][CH:2]=1, predict the reactants needed to synthesize it. The reactants are: [C:1]1([N:7]2[CH:12]=[CH:11][C:10]([CH2:13][CH2:14][CH2:15][C:16]3[N:17]=[N:18][NH:19][CH:20]=3)=[C:9]([OH:21])[C:8]2=O)[CH:6]=[CH:5][CH:4]=[CH:3][CH:2]=1.P12(SP3(SP(SP(S3)(S1)=S)(=S)S2)=S)=[S:24].[Al].C(Cl)Cl. (6) The reactants are: [CH3:1][CH2:2][CH2:3][CH2:4][CH2:5][CH2:6][CH2:7][CH2:8][CH2:9][CH2:10][CH2:11][CH2:12][CH2:13][CH2:14][CH2:15][CH2:16][CH2:17][C:18]([O:20][CH2:21][CH:22]([O:44][C:45]([CH2:47][CH2:48][CH2:49][CH2:50][CH2:51][CH2:52][CH2:53][CH2:54][CH2:55][CH2:56][CH2:57][CH2:58][CH2:59][CH2:60][CH2:61][CH2:62][CH3:63])=[O:46])[CH2:23][O:24][C:25]([CH2:27][CH2:28][CH2:29][CH2:30][CH2:31][CH2:32][CH2:33][CH2:34][CH2:35][CH2:36][CH2:37][CH2:38][CH2:39][CH2:40][CH2:41][CH2:42][CH3:43])=[O:26])=[O:19].C(O)(=O)CCCCCCC/C=C\CCCCCCCC.C(O)(=O)CCCCCCCCCCCCCCCCC.C(O)(=O)CCCCCCCCCCCCCCC. Given the product [CH3:43][CH2:42][CH2:41][CH2:40][CH2:39][CH2:38][CH2:37][CH2:36]/[CH:35]=[CH:34]\[CH2:33][CH2:32][CH2:31][CH2:30][CH2:29][CH2:28][CH2:27][C:25]([O:24][CH2:23][CH:22]([CH2:21][O:20][C:18]([CH2:17][CH2:16][CH2:15][CH2:14][CH2:13][CH2:12][CH2:11]/[CH:10]=[CH:9]\[CH2:8][CH2:7][CH2:6][CH2:5][CH2:4][CH2:3][CH2:2][CH3:1])=[O:19])[O:44][C:45]([CH2:47][CH2:48][CH2:49][CH2:50][CH2:51][CH2:52][CH2:53]/[CH:54]=[CH:55]\[CH2:56][CH2:57][CH2:58][CH2:59][CH2:60][CH2:61][CH2:62][CH3:63])=[O:46])=[O:26], predict the reactants needed to synthesize it. (7) The reactants are: ClC[C:3]([NH:5][CH:6]([C:19]1[CH:24]=[CH:23][CH:22]=[C:21](/[CH:25]=[CH:26]/[C:27]2[CH:36]=[CH:35][C:34]3[C:29](=[CH:30][C:31]([Cl:37])=[CH:32][CH:33]=3)[N:28]=2)[CH:20]=1)[CH2:7][CH2:8][C:9]1C=[CH:13][CH:12]=[CH:11][C:10]=1C(O)(C)C)=[O:4].[SH:38][CH2:39]C(O)=O.[CH3:43][C:44]([CH3:47])([O-:46])[CH3:45].[K+].[OH2:49].[O:50]1[CH2:54][CH2:53][CH2:52]C1. Given the product [Cl:37][C:31]1[CH:30]=[C:29]2[C:34]([CH:35]=[CH:36][C:27](/[CH:26]=[CH:25]/[C:21]3[CH:20]=[C:19]([CH:6]([NH:5][C:3]([SH:38]([CH3:39])[CH2:52][CH2:53][C:54]([OH:50])=[O:49])=[O:4])[CH2:7][CH2:8][C:9]4[CH:10]=[CH:11][CH:12]=[CH:13][C:43]=4[C:44]([OH:46])([CH3:47])[CH3:45])[CH:24]=[CH:23][CH:22]=3)=[N:28]2)=[CH:33][CH:32]=1, predict the reactants needed to synthesize it. (8) Given the product [C:21]([C:1]1([N:18]2[CH2:19][CH2:20][N:15]([CH2:8][C:9]3[CH:10]=[CH:11][CH:12]=[CH:13][CH:14]=3)[CH2:16][CH2:17]2)[CH2:6][CH2:5][CH2:4][CH2:3][CH2:2]1)#[N:22], predict the reactants needed to synthesize it. The reactants are: [C:1]1(=O)[CH2:6][CH2:5][CH2:4][CH2:3][CH2:2]1.[CH2:8]([N:15]1[CH2:20][CH2:19][NH:18][CH2:17][CH2:16]1)[C:9]1[CH:14]=[CH:13][CH:12]=[CH:11][CH:10]=1.[C-:21]#[N:22].[K+]. (9) Given the product [Cl:7][C:8]1[N:9]=[CH:10][C:11]2[N:16]([CH3:1])[N:15]=[CH:14][C:12]=2[N:13]=1, predict the reactants needed to synthesize it. The reactants are: [CH3:1]C(C)([O-])C.[K+].[Cl:7][C:8]1[N:9]=[CH:10][C:11]2[NH:16][N:15]=[CH:14][C:12]=2[N:13]=1.IC.